Dataset: Forward reaction prediction with 1.9M reactions from USPTO patents (1976-2016). Task: Predict the product of the given reaction. (1) Given the reactants [F:1][C:2]1[CH:7]=[CH:6][C:5]([N:8]2[C:12]([C:13]3[CH:23]=[CH:22][C:16]4[O:17][CH2:18][C:19](=[O:21])[NH:20][C:15]=4[CH:14]=3)=[CH:11][C:10]([C:24]([OH:26])=O)=[N:9]2)=[CH:4][CH:3]=1.[NH3:27], predict the reaction product. The product is: [F:1][C:2]1[CH:3]=[CH:4][C:5]([N:8]2[C:12]([C:13]3[CH:23]=[CH:22][C:16]4[O:17][CH2:18][C:19](=[O:21])[NH:20][C:15]=4[CH:14]=3)=[CH:11][C:10]([C:24]([NH2:27])=[O:26])=[N:9]2)=[CH:6][CH:7]=1. (2) Given the reactants [CH3:1][O:2][C:3]1[CH:4]=[CH:5][C:6]([CH2:24][CH:25]2[S:29][C:28](=[O:30])[NH:27][C:26]2=[O:31])=[C:7]2[C:12]=1[N:11]([CH2:13][C:14]1[CH:19]=[CH:18][C:17]([N+:20]([O-])=O)=[CH:16][CH:15]=1)[C:10](=[O:23])[CH2:9][CH2:8]2, predict the reaction product. The product is: [NH2:20][C:17]1[CH:16]=[CH:15][C:14]([CH2:13][N:11]2[C:12]3[C:7](=[C:6]([CH2:24][CH:25]4[S:29][C:28](=[O:30])[NH:27][C:26]4=[O:31])[CH:5]=[CH:4][C:3]=3[O:2][CH3:1])[CH2:8][CH2:9][C:10]2=[O:23])=[CH:19][CH:18]=1. (3) Given the reactants [C:1]([C:3]1[CH:8]=[CH:7][CH:6]=[CH:5][C:4]=1[CH:9]1[CH2:14][CH2:13][N:12]([C:15]2[C:16]([C:30]([F:33])([F:32])[F:31])=[C:17]([NH:21][NH:22][C:23](=O)[CH2:24][C:25]([F:28])([F:27])[F:26])[N:18]=[N:19][CH:20]=2)[CH2:11][CH2:10]1)#[N:2].P(Cl)(Cl)(Cl)=O, predict the reaction product. The product is: [F:26][C:25]([F:28])([F:27])[CH2:24][C:23]1[N:18]2[N:19]=[CH:20][C:15]([N:12]3[CH2:13][CH2:14][CH:9]([C:4]4[CH:5]=[CH:6][CH:7]=[CH:8][C:3]=4[C:1]#[N:2])[CH2:10][CH2:11]3)=[C:16]([C:30]([F:33])([F:32])[F:31])[C:17]2=[N:21][N:22]=1.